Dataset: Forward reaction prediction with 1.9M reactions from USPTO patents (1976-2016). Task: Predict the product of the given reaction. (1) Given the reactants [CH3:1][C:2]1[CH:9]=[CH:8][C:5]([CH2:6]Cl)=[CH:4][CH:3]=1.[CH2:10]([N:17]1[C:25]2[C:20](=[CH:21][CH:22]=[C:23]([CH2:26][C:27]([OH:29])=[O:28])[CH:24]=2)[CH:19]=[CH:18]1)[C:11]1[CH:16]=[CH:15][CH:14]=[CH:13][CH:12]=1, predict the reaction product. The product is: [CH3:1][C:2]1[CH:9]=[CH:8][C:5]([CH2:6][N:17]2[C:25]3[C:20](=[CH:21][CH:22]=[C:23]([CH2:26][C:27]([OH:29])=[O:28])[CH:24]=3)[CH:19]=[CH:18]2)=[CH:4][CH:3]=1.[CH2:10]([N:17]1[C:25]2[C:20](=[CH:21][CH:22]=[C:23]([CH2:26][C:27]([OH:29])=[O:28])[CH:24]=2)[CH:19]=[CH:18]1)[C:11]1[CH:12]=[CH:13][CH:14]=[CH:15][CH:16]=1. (2) Given the reactants [C:1]([O:5][C:6](=[O:21])[C:7]([S:10][C:11]1[CH:12]=[C:13]2[C:17](=[CH:18][CH:19]=1)[CH2:16][CH:15]([NH2:20])[CH2:14]2)([CH3:9])[CH3:8])([CH3:4])([CH3:3])[CH3:2].[C:22](Cl)(=[O:24])[CH3:23], predict the reaction product. The product is: [C:1]([O:5][C:6](=[O:21])[C:7]([S:10][C:11]1[CH:12]=[C:13]2[C:17](=[CH:18][CH:19]=1)[CH2:16][CH:15]([NH:20][C:22](=[O:24])[CH3:23])[CH2:14]2)([CH3:9])[CH3:8])([CH3:2])([CH3:3])[CH3:4]. (3) Given the reactants [Br-].[Br:2][C:3]1[CH:4]=[C:5]([O:20][CH3:21])[C:6]2[C:15]([CH:16]=1)=[S+:14][C:13]1[C:8](=[C:9]([O:18][CH3:19])[CH:10]=[C:11](Br)[CH:12]=1)[N:7]=2.[CH3:22][N:23]1[CH2:28][CH2:27][NH:26][CH2:25][CH2:24]1, predict the reaction product. The product is: [Br-:2].[CH3:21][O:20][C:5]1[C:6]2[C:15](=[S+:14][C:13]3[C:8]([N:7]=2)=[C:9]([O:18][CH3:19])[CH:10]=[C:11]([N:26]2[CH2:27][CH2:28][N:23]([CH3:22])[CH2:24][CH2:25]2)[CH:12]=3)[CH:16]=[C:3]([N:26]2[CH2:27][CH2:28][N:23]([CH3:22])[CH2:24][CH2:25]2)[CH:4]=1. (4) The product is: [F:1][C:2]1[CH:3]=[C:4]([CH:49]=[CH:50][CH:51]=1)[CH2:5][N:6]1[CH:10]=[C:9]([C:11]2[C:19]3[C:14](=[N:15][CH:16]=[C:17]([C:20]4[CH:25]=[CH:24][C:23]([N:26]5[CH2:27][CH2:28][NH:29][CH2:30][CH2:31]5)=[CH:22][CH:21]=4)[CH:18]=3)[N:13]([S:39]([C:42]3[CH:48]=[CH:47][C:45]([CH3:46])=[CH:44][CH:43]=3)(=[O:40])=[O:41])[CH:12]=2)[CH:8]=[N:7]1. Given the reactants [F:1][C:2]1[CH:3]=[C:4]([CH:49]=[CH:50][CH:51]=1)[CH2:5][N:6]1[CH:10]=[C:9]([C:11]2[C:19]3[C:14](=[N:15][CH:16]=[C:17]([C:20]4[CH:25]=[CH:24][C:23]([N:26]5[CH2:31][CH2:30][N:29](C(OC(C)(C)C)=O)[CH2:28][CH2:27]5)=[CH:22][CH:21]=4)[CH:18]=3)[N:13]([S:39]([C:42]3[CH:48]=[CH:47][C:45]([CH3:46])=[CH:44][CH:43]=3)(=[O:41])=[O:40])[CH:12]=2)[CH:8]=[N:7]1, predict the reaction product. (5) The product is: [Br:14][C:15]1[CH:16]=[CH:17][C:18]([C@H:19]([C:2]2[CH:7]=[CH:6][C:5]([F:8])=[CH:4][CH:3]=2)[NH:20][S@:21]([C:23]([CH3:26])([CH3:25])[CH3:24])=[O:22])=[CH:27][CH:28]=1. Given the reactants Br[C:2]1[CH:7]=[CH:6][C:5]([F:8])=[CH:4][CH:3]=1.[Li]CCCC.[Br:14][C:15]1[CH:28]=[CH:27][C:18](/[CH:19]=[N:20]/[S@:21]([C:23]([CH3:26])([CH3:25])[CH3:24])=[O:22])=[CH:17][CH:16]=1, predict the reaction product. (6) Given the reactants Cl[C:2]1[CH:3]=[CH:4][C:5]2[N:6]([C:8]([C:11]3[S:15][C:14]4[CH:16]=[C:17]([O:24][CH3:25])[C:18]([O:22][CH3:23])=[C:19]([O:20][CH3:21])[C:13]=4[CH:12]=3)=[CH:9][N:10]=2)[N:7]=1.CC1(C)C2C(=C(P(C3C=CC=CC=3)C3C=CC=CC=3)C=CC=2)OC2C(P(C3C=CC=CC=3)C3C=CC=CC=3)=CC=CC1=2.C(=O)([O-])[O-].[K+].[K+].[CH3:74][O:75][C:76]1[CH:77]=[C:78]([CH:80]=[CH:81][C:82]=1[O:83][CH3:84])[NH2:79], predict the reaction product. The product is: [CH3:21][O:20][C:19]1[C:13]2[CH:12]=[C:11]([C:8]3[N:6]4[N:7]=[C:2]([NH:79][C:78]5[CH:80]=[CH:81][C:82]([O:83][CH3:84])=[C:76]([O:75][CH3:74])[CH:77]=5)[CH:3]=[CH:4][C:5]4=[N:10][CH:9]=3)[S:15][C:14]=2[CH:16]=[C:17]([O:24][CH3:25])[C:18]=1[O:22][CH3:23]. (7) Given the reactants [N:1]1[CH:6]=[CH:5][CH:4]=[C:3]([CH2:7][NH:8][C:9]([NH:11][C:12]2[CH:17]=[CH:16][C:15]([N:18]3[C:26]4[C:21](=[CH:22][CH:23]=[CH:24][CH:25]=4)[C:20]([C:27](NCCN4CCCC4)=O)=N3)=[CH:14][CH:13]=2)=[O:10])[CH:2]=1.N[C:38]([NH2:40])=O, predict the reaction product. The product is: [NH:40]1[CH2:38][CH2:5][CH:4]([C:20]2[C:21]3[C:26](=[CH:25][CH:24]=[CH:23][CH:22]=3)[N:18]([C:15]3[CH:16]=[CH:17][C:12]([NH:11][C:9]([NH:8][CH2:7][C:3]4[CH:2]=[N:1][CH:6]=[CH:5][CH:4]=4)=[O:10])=[CH:13][CH:14]=3)[CH:27]=2)[CH2:3][CH2:2]1. (8) The product is: [O:21]1[CH2:25][CH2:24][CH:23]([CH2:26][NH:27][C:12]([C:9]2[CH:8]=[C:7]([CH2:6][O:5][CH2:4][C:3]3[CH:15]=[CH:16][CH:17]=[C:18]([F:19])[C:2]=3[F:1])[O:11][N:10]=2)=[O:14])[CH2:22]1. Given the reactants [F:1][C:2]1[C:18]([F:19])=[CH:17][CH:16]=[CH:15][C:3]=1[CH2:4][O:5][CH2:6][C:7]1[O:11][N:10]=[C:9]([C:12]([OH:14])=O)[CH:8]=1.Cl.[O:21]1[CH2:25][CH2:24][CH:23]([CH2:26][NH2:27])[CH2:22]1.C(N(CC)CC)C.ON1C2C=CC=CC=2N=N1.Cl.C(N=C=NCCCN(C)C)C, predict the reaction product. (9) Given the reactants C(O[C:6](=O)[NH:7][CH2:8][C:9]([N:11]1[CH2:15][CH2:14][CH2:13][CH:12]1[C:16]#[N:17])=[O:10])(C)(C)C.FC(F)(F)C(O)=O.C(N(CC)CC)C.[OH:33][CH:34]1[CH2:41][CH:40]2[CH:36]([CH2:37]C(=O)[CH2:39]2)[CH2:35]1.C(O[BH-](OC(=O)C)OC(=O)C)(=O)C.[Na+], predict the reaction product. The product is: [OH:33][CH:34]1[CH2:41][CH:40]2[CH:36]([CH2:37][CH:6]([NH:7][CH2:8][C:9]([N:11]3[CH2:15][CH2:14][CH2:13][CH:12]3[C:16]#[N:17])=[O:10])[CH2:39]2)[CH2:35]1. (10) Given the reactants [CH3:1][C:2]1([CH3:10])[CH2:7][CH2:6][C:5](=[O:8])[CH2:4][C:3]1=[O:9].C([O-])(=O)C.C([O-])(=O)C.C([O-])(=O)C.[Br:23][C:24]1[CH:25]=[CH:26][C:27]([CH2:31][CH3:32])=[C:28]([Pb+3])[CH:29]=1.CN(C1C=CC=CN=1)C.Cl, predict the reaction product. The product is: [Br:23][C:24]1[CH:29]=[CH:28][C:27]([CH2:31][CH3:32])=[C:26]([CH:4]2[C:3](=[O:9])[C:2]([CH3:10])([CH3:1])[CH2:7][CH2:6][C:5]2=[O:8])[CH:25]=1.